Dataset: Forward reaction prediction with 1.9M reactions from USPTO patents (1976-2016). Task: Predict the product of the given reaction. (1) Given the reactants [C:1]([O:5][C:6](=[O:19])[NH:7][CH:8]1[CH2:17][C:16]2[C:11](=[CH:12][CH:13]=[C:14](Br)[CH:15]=2)[NH:10][CH2:9]1)([CH3:4])([CH3:3])[CH3:2].[CH3:20][N:21](C=O)C, predict the reaction product. The product is: [C:1]([O:5][C:6](=[O:19])[NH:7][CH:8]1[CH2:17][C:16]2[C:11](=[CH:12][CH:13]=[C:14]([C:20]#[N:21])[CH:15]=2)[NH:10][CH2:9]1)([CH3:4])([CH3:3])[CH3:2]. (2) The product is: [NH2:33][CH2:32][C:31]1[CH:30]=[C:29]([CH:43]=[CH:42][CH:41]=1)[CH2:28][N:12]([CH2:13][C:14]1[CH:15]=[CH:16][C:17]([O:20][C:21]2[CH:26]=[CH:25][C:24]([F:27])=[CH:23][CH:22]=2)=[CH:18][CH:19]=1)[S:9]([C:4]1[CH:5]=[C:6]([Cl:8])[CH:7]=[C:2]([Cl:1])[C:3]=1[OH:44])(=[O:10])=[O:11]. Given the reactants [Cl:1][C:2]1[C:3]([OH:44])=[C:4]([S:9]([N:12]([CH2:28][C:29]2[CH:30]=[C:31]([CH:41]=[CH:42][CH:43]=2)[CH2:32][NH:33]C(=O)OC(C)(C)C)[CH2:13][C:14]2[CH:19]=[CH:18][C:17]([O:20][C:21]3[CH:26]=[CH:25][C:24]([F:27])=[CH:23][CH:22]=3)=[CH:16][CH:15]=2)(=[O:11])=[O:10])[CH:5]=[C:6]([Cl:8])[CH:7]=1.C(O)(C(F)(F)F)=O, predict the reaction product. (3) The product is: [CH3:32][C@@H:30]1[O:31][C@H:26]([CH3:25])[CH2:27][N:28]([C:2]2[N:7]=[C:6]([O:8][CH3:9])[N:5]=[C:4]([NH:10][C:11]3[CH:16]=[CH:15][C:14]([N:17]4[CH:21]=[C:20]([CH3:22])[N:19]=[CH:18]4)=[C:13]([O:23][CH3:24])[CH:12]=3)[N:3]=2)[CH2:29]1. Given the reactants Cl[C:2]1[N:7]=[C:6]([O:8][CH3:9])[N:5]=[C:4]([NH:10][C:11]2[CH:16]=[CH:15][C:14]([N:17]3[CH:21]=[C:20]([CH3:22])[N:19]=[CH:18]3)=[C:13]([O:23][CH3:24])[CH:12]=2)[N:3]=1.[CH3:25][C@H:26]1[O:31][C@@H:30]([CH3:32])[CH2:29][NH:28][CH2:27]1, predict the reaction product. (4) Given the reactants [CH3:1][C:2]1[S:3][C:4]([C:7]([OH:9])=[O:8])=[CH:5][N:6]=1.[CH2:10]([Li])CCC.[CH2:15]([C:19]1[C:23]([CH:24]=[O:25])=[C:22]([CH3:26])[O:21][N:20]=1)[CH2:16][CH2:17][CH3:18], predict the reaction product. The product is: [CH3:10][O:8][C:7]([C:4]1[S:3][C:2]([CH2:1][CH:24]([C:23]2[C:19]([CH2:15][CH2:16][CH2:17][CH3:18])=[N:20][O:21][C:22]=2[CH3:26])[OH:25])=[N:6][CH:5]=1)=[O:9]. (5) The product is: [Cl:19][S:20]([C:14]1[C:13]([CH3:15])=[CH:12][C:4]([O:5][CH:6]([CH2:10][CH3:11])[C:7]([OH:9])=[O:8])=[CH:3][C:2]=1[CH3:1])(=[O:22])=[O:21]. Given the reactants [CH3:1][C:2]1[CH:3]=[C:4]([CH:12]=[C:13]([CH3:15])[CH:14]=1)[O:5][CH:6]([CH2:10][CH3:11])[C:7]([OH:9])=[O:8].C(Cl)Cl.[Cl:19][S:20](O)(=[O:22])=[O:21].C([O-])(O)=O.[Na+], predict the reaction product. (6) Given the reactants P(Cl)(Cl)(Cl)=O.CN(C)[CH:8]=[O:9].[CH3:11][O:12][C:13]([C:15]1[NH:16][CH:17]=[C:18]([CH3:20])[CH:19]=1)=[O:14].[OH-].[Na+], predict the reaction product. The product is: [CH3:11][O:12][C:13]([C:15]1[NH:16][C:17]([CH:8]=[O:9])=[C:18]([CH3:20])[CH:19]=1)=[O:14]. (7) Given the reactants [H-].[Na+].[C:3]([O:7][C:8]([N:10]1[C:18]2[C:13](=[CH:14][C:15]([NH:19][C:20](=[O:27])[C:21]3[CH:26]=[CH:25][CH:24]=[CH:23][CH:22]=3)=[CH:16][CH:17]=2)[CH2:12][CH2:11]1)=[O:9])([CH3:6])([CH3:5])[CH3:4].[CH3:28]I, predict the reaction product. The product is: [C:3]([O:7][C:8]([N:10]1[C:18]2[C:13](=[CH:14][C:15]([N:19]([C:20](=[O:27])[C:21]3[CH:22]=[CH:23][CH:24]=[CH:25][CH:26]=3)[CH3:28])=[CH:16][CH:17]=2)[CH2:12][CH2:11]1)=[O:9])([CH3:6])([CH3:4])[CH3:5]. (8) Given the reactants [N:1]1[N:2]([C:10]2[CH:15]=[C:14]([CH3:16])[CH:13]=[C:12]([CH:17]([CH2:20][CH2:21][CH2:22][CH2:23][CH3:24])[CH:18]=[CH2:19])[C:11]=2[OH:25])[N:3]=[C:4]2[CH:9]=[CH:8][CH:7]=[CH:6][C:5]=12, predict the reaction product. The product is: [N:1]1[N:2]([C:10]2[CH:15]=[C:14]([CH3:16])[CH:13]=[C:12]([CH:17]([CH2:20][CH2:21][CH2:22][CH2:23][CH3:24])[CH2:18][CH3:19])[C:11]=2[OH:25])[N:3]=[C:4]2[CH:9]=[CH:8][CH:7]=[CH:6][C:5]=12.